This data is from Forward reaction prediction with 1.9M reactions from USPTO patents (1976-2016). The task is: Predict the product of the given reaction. (1) Given the reactants [Cl:1][C:2]1[CH:3]=[C:4]([NH:9][C:10]2[N:15]=[C:14]([N:16]3[CH:20]=[CH:19][C:18]([C:21]([F:24])([F:23])[F:22])=[N:17]3)[C:13]([C:25]3[CH:26]=[C:27]([CH:31]=[CH:32][CH:33]=3)[C:28](O)=[O:29])=[CH:12][N:11]=2)[CH:5]=[CH:6][C:7]=1[F:8].C(N(CC)CC)C.CN(C(ON1N=NC2C=CC=NC1=2)=[N+](C)C)C.F[P-](F)(F)(F)(F)F.[CH3:65][NH:66][S:67]([CH3:70])(=[O:69])=[O:68], predict the reaction product. The product is: [Cl:1][C:2]1[CH:3]=[C:4]([NH:9][C:10]2[N:15]=[C:14]([N:16]3[CH:20]=[CH:19][C:18]([C:21]([F:23])([F:24])[F:22])=[N:17]3)[C:13]([C:25]3[CH:26]=[C:27]([CH:31]=[CH:32][CH:33]=3)[C:28]([N:66]([CH3:65])[S:67]([CH3:70])(=[O:69])=[O:68])=[O:29])=[CH:12][N:11]=2)[CH:5]=[CH:6][C:7]=1[F:8]. (2) Given the reactants O=[C:2]1[CH2:7][CH2:6][CH:5]([C:8]2[CH:17]=[CH:16][C:11]([C:12]([O:14][CH3:15])=[O:13])=[CH:10][CH:9]=2)[CH2:4][CH2:3]1.C1(C)C=CC=CC=1.[C:25]([O:29][C:30]([CH:32]=P(C1C=CC=CC=1)(C1C=CC=CC=1)C1C=CC=CC=1)=[O:31])([CH3:28])([CH3:27])[CH3:26].C(OCC)(=O)C, predict the reaction product. The product is: [C:25]([O:29][C:30](=[O:31])[CH:32]=[C:2]1[CH2:7][CH2:6][CH:5]([C:8]2[CH:17]=[CH:16][C:11]([C:12]([O:14][CH3:15])=[O:13])=[CH:10][CH:9]=2)[CH2:4][CH2:3]1)([CH3:28])([CH3:27])[CH3:26]. (3) Given the reactants [CH3:1][N:2]1[CH:6]=[C:5]([C:7]2[C:8]3[N:9]([N:13]=[C:14]([NH2:16])[N:15]=3)[CH:10]=[CH:11][N:12]=2)[CH:4]=[N:3]1.Br[C:18]1[CH:26]=[C:25]2[C:21]([C:22]([C:27](=[O:32])[C:28]([F:31])([F:30])[F:29])=[CH:23][NH:24]2)=[CH:20][CH:19]=1.BrC1C=C2C(C=CN2)=CC=1.C(O)(C(F)(F)F)=O, predict the reaction product. The product is: [F:31][C:28]([F:29])([F:30])[C:27]([C:22]1[C:21]2[C:25](=[CH:26][C:18]([NH:16][C:14]3[N:15]=[C:8]4[C:7]([C:5]5[CH:4]=[N:3][N:2]([CH3:1])[CH:6]=5)=[N:12][CH:11]=[CH:10][N:9]4[N:13]=3)=[CH:19][CH:20]=2)[NH:24][CH:23]=1)=[O:32]. (4) Given the reactants [Cl:1][C:2]1[N:3]=[C:4]([NH:11][C:12]2[CH:17]=[CH:16][C:15]([Si:18]([CH3:21])([CH3:20])[CH3:19])=[CH:14][C:13]=2[F:22])[C:5]([C:8]([OH:10])=[O:9])=[N:6][CH:7]=1.[CH3:23][Si](C=[N+]=[N-])(C)C, predict the reaction product. The product is: [CH3:23][O:9][C:8]([C:5]1[C:4]([NH:11][C:12]2[CH:17]=[CH:16][C:15]([Si:18]([CH3:19])([CH3:21])[CH3:20])=[CH:14][C:13]=2[F:22])=[N:3][C:2]([Cl:1])=[CH:7][N:6]=1)=[O:10]. (5) Given the reactants C(OC(=O)[NH:7][CH:8]1[CH2:13][CH2:12][N:11]([C:14]2[CH:19]=[CH:18][C:17]([C:20]3[CH:25]=[C:24]([N:26]([CH2:33][CH3:34])[CH:27]4[CH2:32][CH2:31][O:30][CH2:29][CH2:28]4)[C:23]([CH3:35])=[C:22]([C:36](=[O:48])[NH:37][CH2:38][C:39]4[C:40](=[O:47])[NH:41][C:42]([CH3:46])=[CH:43][C:44]=4[CH3:45])[CH:21]=3)=[CH:16][N:15]=2)[CH2:10][CH2:9]1)(C)(C)C.C(O)(C(F)(F)F)=O, predict the reaction product. The product is: [NH2:7][CH:8]1[CH2:9][CH2:10][N:11]([C:14]2[N:15]=[CH:16][C:17]([C:20]3[CH:25]=[C:24]([N:26]([CH2:33][CH3:34])[CH:27]4[CH2:28][CH2:29][O:30][CH2:31][CH2:32]4)[C:23]([CH3:35])=[C:22]([CH:21]=3)[C:36]([NH:37][CH2:38][C:39]3[C:40](=[O:47])[NH:41][C:42]([CH3:46])=[CH:43][C:44]=3[CH3:45])=[O:48])=[CH:18][CH:19]=2)[CH2:12][CH2:13]1.